From a dataset of Catalyst prediction with 721,799 reactions and 888 catalyst types from USPTO. Predict which catalyst facilitates the given reaction. (1) Reactant: [C:1](OC)(OC)(OC)[CH3:2].[CH3:9][S:10]([CH2:13][CH2:14][O:15][CH2:16][CH2:17][NH:18][C:19]1[C:28]2[C:23](=[CH:24][CH:25]=[CH:26][CH:27]=2)[N:22]=[CH:21][C:20]=1[NH2:29])(=[O:12])=[O:11].Cl.N1C=CC=CC=1. Product: [CH3:1][C:2]1[N:18]([CH2:17][CH2:16][O:15][CH2:14][CH2:13][S:10]([CH3:9])(=[O:12])=[O:11])[C:19]2[C:28]3[CH:27]=[CH:26][CH:25]=[CH:24][C:23]=3[N:22]=[CH:21][C:20]=2[N:29]=1. The catalyst class is: 11. (2) Reactant: [CH2:1]([O:6][C:7]1[CH:8]=[CH:9][C:10]([O:13][C:14]2[CH:19]=[CH:18][CH:17]=[C:16]([CH:20]=[C:21]3[CH2:26][CH2:25][NH:24][CH2:23][CH2:22]3)[CH:15]=2)=[N:11][CH:12]=1)[CH2:2][CH2:3][C:4]#[CH:5].[N:27]1[CH:32]=[CH:31][CH:30]=[C:29]([NH:33][C:34](=O)[O:35]C2C=CC=CC=2)[N:28]=1.C(N(CC)CC)C. Product: [CH2:1]([O:6][C:7]1[CH:8]=[CH:9][C:10]([O:13][C:14]2[CH:15]=[C:16]([CH:17]=[CH:18][CH:19]=2)[CH:20]=[C:21]2[CH2:26][CH2:25][N:24]([C:34]([NH:33][C:29]3[N:28]=[N:27][CH:32]=[CH:31][CH:30]=3)=[O:35])[CH2:23][CH2:22]2)=[N:11][CH:12]=1)[CH2:2][CH2:3][C:4]#[CH:5]. The catalyst class is: 58. (3) Reactant: Cl[C:2]1[N:10]=[CH:9][C:8]([C:11]([F:14])([F:13])[F:12])=[CH:7][C:3]=1[C:4]([OH:6])=[O:5].Cl.[CH3:16][C:17]1([CH3:32])[C:21]([CH3:23])([CH3:22])[O:20][B:19]([C:24]2[CH:31]=[CH:30][C:27]([CH2:28][NH2:29])=[CH:26][CH:25]=2)[O:18]1.C(N(CC)C(C)C)(C)C. Product: [CH3:22][C:21]1([CH3:23])[C:17]([CH3:16])([CH3:32])[O:18][B:19]([C:24]2[CH:31]=[CH:30][C:27]([CH2:28][NH:29][C:2]3[N:10]=[CH:9][C:8]([C:11]([F:14])([F:13])[F:12])=[CH:7][C:3]=3[C:4]([OH:6])=[O:5])=[CH:26][CH:25]=2)[O:20]1. The catalyst class is: 197. (4) Reactant: C[Al](C)C.[CH3:5][O:6][C:7]1[CH:8]=[C:9]([CH2:15][CH2:16][C:17]2[CH:18]=[C:19]([NH2:22])[NH:20][N:21]=2)[CH:10]=[C:11]([O:13][CH3:14])[CH:12]=1.[CH3:23][CH:24]1[N:29]([CH3:30])[CH2:28][CH2:27][N:26]([C:31]2[N:36]=[CH:35][C:34]([C:37](OC)=[O:38])=[CH:33][N:32]=2)[CH2:25]1.Cl. Product: [CH3:14][O:13][C:11]1[CH:10]=[C:9]([CH2:15][CH2:16][C:17]2[CH:18]=[C:19]([NH:22][C:37]([C:34]3[CH:33]=[N:32][C:31]([N:26]4[CH2:27][CH2:28][N:29]([CH3:30])[CH:24]([CH3:23])[CH2:25]4)=[N:36][CH:35]=3)=[O:38])[NH:20][N:21]=2)[CH:8]=[C:7]([O:6][CH3:5])[CH:12]=1. The catalyst class is: 224. (5) Reactant: [C:1]([O:5][C:6](=[O:20])[C:7]1[CH:12]=[CH:11][C:10]([C:13]2[CH:18]=[CH:17][C:16]([CH3:19])=[CH:15][CH:14]=2)=[CH:9][CH:8]=1)([CH3:4])([CH3:3])[CH3:2].[Br:21]N1C(=O)CCC1=O.C(OOC(=O)C1C=CC=CC=1)(=O)C1C=CC=CC=1. Product: [C:1]([O:5][C:6]([C:7]1[CH:12]=[CH:11][C:10]([C:13]2[CH:14]=[CH:15][C:16]([CH2:19][Br:21])=[CH:17][CH:18]=2)=[CH:9][CH:8]=1)=[O:20])([CH3:4])([CH3:3])[CH3:2]. The catalyst class is: 53. (6) The catalyst class is: 178. Product: [OH:8][CH2:9][CH2:10][CH2:11][CH2:12][O:13][C:14]1[CH:15]=[C:16]([CH:37]=[CH:38][CH:39]=1)[CH2:17][NH:18][C:19]1[N:23]([C@@H:24]2[O:30][C@H:29]([CH2:31][OH:32])[C@@H:27]([OH:28])[C@H:25]2[OH:26])[C:22]2[CH:33]=[CH:34][CH:35]=[CH:36][C:21]=2[N:20]=1. Reactant: C([O:8][CH2:9][CH2:10][CH2:11][CH2:12][O:13][C:14]1[CH:15]=[C:16]([CH:37]=[CH:38][CH:39]=1)[CH2:17][NH:18][C:19]1[N:23]([C@@H:24]2[O:30][C@H:29]([CH2:31][OH:32])[C@@H:27]([OH:28])[C@H:25]2[OH:26])[C:22]2[CH:33]=[CH:34][CH:35]=[CH:36][C:21]=2[N:20]=1)C1C=CC=CC=1.